This data is from Forward reaction prediction with 1.9M reactions from USPTO patents (1976-2016). The task is: Predict the product of the given reaction. Given the reactants [CH3:1][C:2]1([CH3:15])[C:10]2[C:5](=[CH:6][C:7]([N+:11]([O-:13])=[O:12])=[CH:8][CH:9]=2)[NH:4][C:3]1=[O:14].C(=O)(O)[O-].[Na+].[C:21](O[C:21]([O:23][C:24]([CH3:27])([CH3:26])[CH3:25])=[O:22])([O:23][C:24]([CH3:27])([CH3:26])[CH3:25])=[O:22].O, predict the reaction product. The product is: [CH3:1][C:2]1([CH3:15])[C:10]2[C:5](=[CH:6][C:7]([N+:11]([O-:13])=[O:12])=[CH:8][CH:9]=2)[N:4]([C:21]([O:23][C:24]([CH3:27])([CH3:26])[CH3:25])=[O:22])[C:3]1=[O:14].